From a dataset of Forward reaction prediction with 1.9M reactions from USPTO patents (1976-2016). Predict the product of the given reaction. (1) Given the reactants Br[C:2]1[CH:3]=[CH:4][C:5]([C:8]2[CH:13]=[CH:12][CH:11]=[C:10]([O:14][CH3:15])[CH:9]=2)=[N:6][CH:7]=1.[NH2:16][C:17]1[CH:27]=[CH:26][CH:25]=[CH:24][C:18]=1[C:19]([O:21][CH2:22][CH3:23])=[O:20].C1C=CC(P(C2C(C3C(P(C4C=CC=CC=4)C4C=CC=CC=4)=CC=C4C=3C=CC=C4)=C3C(C=CC=C3)=CC=2)C2C=CC=CC=2)=CC=1.CC([O-])(C)C.[Na+], predict the reaction product. The product is: [CH3:7][CH2:2][CH2:3][CH2:4][CH2:5][CH3:8].[C:19]([O:21][CH2:22][CH3:23])(=[O:20])[CH3:18].[CH3:15][O:14][C:10]1[CH:9]=[C:8]([C:5]2[N:6]=[CH:7][C:2]([NH:16][C:17]3[CH:27]=[CH:26][CH:25]=[CH:24][C:18]=3[C:19]([OH:21])=[O:20])=[CH:3][CH:4]=2)[CH:13]=[CH:12][CH:11]=1. (2) Given the reactants [N+:1]([C:4]1[CH:9]=[CH:8][CH:7]=[CH:6][C:5]=1[CH2:10][C:11]([OH:13])=O)([O-:3])=[O:2].C(Cl)(=O)C([Cl:17])=O, predict the reaction product. The product is: [N+:1]([C:4]1[CH:9]=[CH:8][CH:7]=[CH:6][C:5]=1[CH2:10][C:11]([Cl:17])=[O:13])([O-:3])=[O:2]. (3) The product is: [CH3:12][O:13][CH:14]1[CH2:19][CH2:18][N:17]([C:2]2[N:7]3[N:8]=[C:9]([NH2:11])[N:10]=[C:6]3[CH:5]=[CH:4][CH:3]=2)[CH2:16][CH2:15]1. Given the reactants Br[C:2]1[N:7]2[N:8]=[C:9]([NH2:11])[N:10]=[C:6]2[CH:5]=[CH:4][CH:3]=1.[CH3:12][O:13][CH:14]1[CH2:19][CH2:18][NH:17][CH2:16][CH2:15]1.C(=O)([O-])[O-].[Cs+].[Cs+], predict the reaction product. (4) Given the reactants [O:1]=[S:2]1(=[O:22])[N:8]([C:9]2[CH:14]=[CH:13][CH:12]=[CH:11][CH:10]=2)[CH2:7][CH2:6][CH2:5][CH2:4][N:3]1C(OC(C)(C)C)=O.Cl, predict the reaction product. The product is: [C:9]1([N:8]2[CH2:7][CH2:6][CH2:5][CH2:4][NH:3][S:2]2(=[O:22])=[O:1])[CH:10]=[CH:11][CH:12]=[CH:13][CH:14]=1. (5) Given the reactants [N:1]1[CH:6]=[CH:5][CH:4]=[CH:3][C:2]=1[S:7][S:8][CH2:9][CH2:10][CH2:11][C:12]([OH:14])=[O:13].N1C=CC=CC=1SSC1C=CC=CN=1.[S:29](Cl)(=[O:32])(=[O:31])[OH:30].[OH-].[Na+], predict the reaction product. The product is: [N:1]1[CH:6]=[CH:5][CH:4]=[CH:3][C:2]=1[S:7][S:8][CH2:9][CH2:10][CH:11]([S:29]([OH:32])(=[O:31])=[O:30])[C:12]([OH:14])=[O:13]. (6) The product is: [Cl:12][C:13]1[CH:18]=[CH:17][CH:16]=[C:15]([F:19])[C:14]=1[CH:20]([CH3:1])[C:21]([O:23][CH3:24])=[O:22]. Given the reactants [CH3:1]C(C)([O-])C.[K+].C(O)(C)(C)C.[Cl:12][C:13]1[CH:18]=[CH:17][CH:16]=[C:15]([F:19])[C:14]=1[CH2:20][C:21]([O:23][CH3:24])=[O:22].IC, predict the reaction product.